This data is from Catalyst prediction with 721,799 reactions and 888 catalyst types from USPTO. The task is: Predict which catalyst facilitates the given reaction. (1) Reactant: [N+:1]([C:4]1[CH:12]=[CH:11][CH:10]=[C:9]2[C:5]=1[CH2:6][CH2:7][CH:8]2O)([O-:3])=[O:2].O=S(Cl)[Cl:16]. Product: [Cl:16][CH:8]1[C:9]2[C:5](=[C:4]([N+:1]([O-:3])=[O:2])[CH:12]=[CH:11][CH:10]=2)[CH2:6][CH2:7]1. The catalyst class is: 11. (2) Reactant: [CH3:1][O:2][C:3]1[C:4]([CH3:10])=[C:5]([OH:9])[CH:6]=[CH:7][CH:8]=1.[H-].[Na+].FC(F)(F)S(O[C:19]1[C:28]2[C:27](=[O:29])[N:26]([CH2:30][C:31]3[CH:36]=[CH:35][C:34]([O:37][CH3:38])=[CH:33][CH:32]=3)[C:25](=[O:39])[N:24]([C:40]3[CH:45]=[CH:44][C:43]([I:46])=[CH:42][C:41]=3[F:47])[C:23]=2[N:22]([CH3:48])[C:21](=[O:49])[CH:20]=1)(=O)=O. Product: [CH3:1][O:2][C:3]1[C:4]([CH3:10])=[C:5]([CH:6]=[CH:7][CH:8]=1)[O:9][C:19]1[C:28]2[C:27](=[O:29])[N:26]([CH2:30][C:31]3[CH:32]=[CH:33][C:34]([O:37][CH3:38])=[CH:35][CH:36]=3)[C:25](=[O:39])[N:24]([C:40]3[CH:45]=[CH:44][C:43]([I:46])=[CH:42][C:41]=3[F:47])[C:23]=2[N:22]([CH3:48])[C:21](=[O:49])[CH:20]=1. The catalyst class is: 7. (3) The catalyst class is: 840. Product: [CH2:1]([O:8][C:9]1[CH:14]=[CH:13][N:12]([C:15]2[CH:16]=[N:17][C:18]([N:21]3[CH2:25][CH2:24][C@@H:23]([O:26][Si:33]([C:36]([CH3:39])([CH3:38])[CH3:37])([CH3:35])[CH3:34])[CH2:22]3)=[CH:19][CH:20]=2)[C:11](=[O:27])[CH:10]=1)[C:2]1[CH:3]=[CH:4][CH:5]=[CH:6][CH:7]=1. Reactant: [CH2:1]([O:8][C:9]1[CH:14]=[CH:13][N:12]([C:15]2[CH:16]=[N:17][C:18]([N:21]3[CH2:25][CH2:24][C@@H:23]([OH:26])[CH2:22]3)=[CH:19][CH:20]=2)[C:11](=[O:27])[CH:10]=1)[C:2]1[CH:7]=[CH:6][CH:5]=[CH:4][CH:3]=1.N1C=CN=C1.[Si:33](OS(C(F)(F)F)(=O)=O)([C:36]([CH3:39])([CH3:38])[CH3:37])([CH3:35])[CH3:34]. (4) Reactant: [CH3:1][C:2]1[CH:7]=[C:6]([CH3:8])[NH:5][C:4](=[O:9])[C:3]=1[CH2:10][NH:11][C:12]([C:14]1[CH:15]=[C:16]([C:30]2[CH:35]=[C:34](CN3CCOCC3)[CH:33]=[CH:32][CH:31]=2)[CH:17]=[C:18]([N:21]([CH2:28][CH3:29])[CH:22]2[CH2:27][CH2:26][NH:25][CH2:24][CH2:23]2)[C:19]=1[CH3:20])=[O:13].[C:43]([OH:49])(=O)[C:44]([CH3:47])([CH3:46])[CH3:45].[CH2:50]([N:52]([CH2:55][CH3:56])[CH2:53]C)[CH3:51].C1CN([P+]([O:73]N2N=NC3C=CC=CC2=3)(N2CCCC2)N2CCCC2)CC1.F[P-](F)(F)(F)(F)F. Product: [CH3:1][C:2]1[CH:7]=[C:6]([CH3:8])[NH:5][C:4](=[O:9])[C:3]=1[CH2:10][NH:11][C:12]([C:14]1[CH:15]=[C:16]([C:30]2[CH:35]=[CH:34][C:33]([CH2:53][N:52]3[CH2:55][CH2:56][O:73][CH2:51][CH2:50]3)=[CH:32][CH:31]=2)[CH:17]=[C:18]([N:21]([CH2:28][CH3:29])[CH:22]2[CH2:27][CH2:26][N:25]([C:43](=[O:49])[C:44]([CH3:47])([CH3:46])[CH3:45])[CH2:24][CH2:23]2)[C:19]=1[CH3:20])=[O:13]. The catalyst class is: 16. (5) Reactant: [Cl:1][C:2]1[CH:7]=[CH:6][C:5]([CH:8]2[CH2:10][O:9]2)=[CH:4][CH:3]=1.[CH3:11][NH2:12]. Product: [Cl:1][C:2]1[CH:7]=[CH:6][C:5]([CH:8]([OH:9])[CH2:10][NH:12][CH3:11])=[CH:4][CH:3]=1. The catalyst class is: 5. (6) Reactant: Br[CH:2]([CH3:18])[C:3]([C:5]1[C:10]([O:11][CH3:12])=[CH:9][C:8]([CH2:13][O:14][CH3:15])=[CH:7][C:6]=1[O:16][CH3:17])=[O:4].[CH2:19]([C:21]1[CH2:25][C:24](=[O:26])[NH:23][N:22]=1)[CH3:20].C(=O)([O-])[O-].[Cs+].[Cs+].[Cl-].[NH4+]. Product: [CH3:17][O:16][C:6]1[CH:7]=[C:8]([CH2:13][O:14][CH3:15])[CH:9]=[C:10]([O:11][CH3:12])[C:5]=1[C:3](=[O:4])[CH:2]([O:26][C:24]1[NH:23][N:22]=[C:21]([CH2:19][CH3:20])[CH:25]=1)[CH3:18]. The catalyst class is: 9.